Task: Predict the reactants needed to synthesize the given product.. Dataset: Full USPTO retrosynthesis dataset with 1.9M reactions from patents (1976-2016) Given the product [CH3:1][O:2][C:3]1[CH:4]=[C:5]([CH:34]=[CH:35][C:36]=1[O:37][CH2:38][C:39]1[CH:40]=[N:41][C:42]([O:45][CH3:46])=[CH:43][CH:44]=1)[CH2:6][N:7]1[C:11]2[CH:12]=[CH:13][C:14]([C:16]3[O:20][C:19]([CH:21]4[CH2:26][CH2:25][NH:24][CH2:23][CH2:22]4)=[N:18][N:17]=3)=[CH:15][C:10]=2[N:9]=[CH:8]1, predict the reactants needed to synthesize it. The reactants are: [CH3:1][O:2][C:3]1[CH:4]=[C:5]([CH:34]=[CH:35][C:36]=1[O:37][CH2:38][C:39]1[CH:40]=[N:41][C:42]([O:45][CH3:46])=[CH:43][CH:44]=1)[CH2:6][N:7]1[C:11]2[CH:12]=[CH:13][C:14]([C:16]3[O:20][C:19]([CH:21]4[CH2:26][CH2:25][N:24](C(OC(C)(C)C)=O)[CH2:23][CH2:22]4)=[N:18][N:17]=3)=[CH:15][C:10]=2[N:9]=[CH:8]1.FC(F)(F)C(O)=O.